From a dataset of hERG potassium channel inhibition data for cardiac toxicity prediction from Karim et al.. Regression/Classification. Given a drug SMILES string, predict its toxicity properties. Task type varies by dataset: regression for continuous values (e.g., LD50, hERG inhibition percentage) or binary classification for toxic/non-toxic outcomes (e.g., AMES mutagenicity, cardiotoxicity, hepatotoxicity). Dataset: herg_karim. (1) The compound is Cc1ccc(O)c([C@H](CC[N+](C(C)C)C(C)C)c2ccccc2)c1. The result is 1 (blocker). (2) The compound is Cn1ncc(C(=O)N2CCC(Nc3cc(=O)[nH]c4cc(F)c(F)cc34)CC2)c1Cl. The result is 0 (non-blocker). (3) The drug is N#Cc1ccc(S(=O)(=O)C2CCN(CCc3ccc(F)cc3F)CC2)cc1. The result is 1 (blocker). (4) The drug is COc1ccc(NC(=O)c2ccc(C(=N)N(C)C)cc2)c(C(=O)Nc2ccc(Cl)cn2)c1. The result is 1 (blocker).